Dataset: NCI-60 drug combinations with 297,098 pairs across 59 cell lines. Task: Regression. Given two drug SMILES strings and cell line genomic features, predict the synergy score measuring deviation from expected non-interaction effect. (1) Drug 1: C1CN1P(=S)(N2CC2)N3CC3. Drug 2: C1CN(CCN1C(=O)CCBr)C(=O)CCBr. Cell line: SNB-19. Synergy scores: CSS=13.8, Synergy_ZIP=-3.87, Synergy_Bliss=0.829, Synergy_Loewe=1.58, Synergy_HSA=2.28. (2) Drug 1: CCC(=C(C1=CC=CC=C1)C2=CC=C(C=C2)OCCN(C)C)C3=CC=CC=C3.C(C(=O)O)C(CC(=O)O)(C(=O)O)O. Drug 2: CCC1(CC2CC(C3=C(CCN(C2)C1)C4=CC=CC=C4N3)(C5=C(C=C6C(=C5)C78CCN9C7C(C=CC9)(C(C(C8N6C)(C(=O)OC)O)OC(=O)C)CC)OC)C(=O)OC)O.OS(=O)(=O)O. Cell line: HL-60(TB). Synergy scores: CSS=63.2, Synergy_ZIP=15.4, Synergy_Bliss=14.9, Synergy_Loewe=17.3, Synergy_HSA=17.3.